Predict the product of the given reaction. From a dataset of Forward reaction prediction with 1.9M reactions from USPTO patents (1976-2016). (1) Given the reactants Cl.[NH2:2][C:3](=[NH:8])[CH2:4][C:5]([NH2:7])=[O:6].C(O/[CH:12]=[CH:13]/[C:14](=O)[C:15]([F:18])([F:17])[F:16])C.C([O-])(=O)C.[Na+], predict the reaction product. The product is: [NH2:8][C:3]1[N:2]=[C:14]([C:15]([F:18])([F:17])[F:16])[CH:13]=[CH:12][C:4]=1[C:5]([NH2:7])=[O:6]. (2) Given the reactants [C:1]([C:3]1[CH:4]=[N:5][CH:6]=[CH:7][CH:8]=1)#[CH:2].[F:9][C:10]1[CH:16]=[C:15]([Cl:17])[CH:14]=[C:13](I)[C:11]=1[NH2:12], predict the reaction product. The product is: [Cl:17][C:15]1[CH:14]=[C:13]([C:2]#[C:1][C:3]2[CH:4]=[N:5][CH:6]=[CH:7][CH:8]=2)[C:11]([NH2:12])=[C:10]([F:9])[CH:16]=1. (3) The product is: [CH:25]1([NH:28][C:7](=[O:8])[C:6]2[CH:10]=[CH:11][C:3]([O:2][CH3:1])=[C:4](/[CH:12]=[CH:13]/[C:14]3[CH:15]=[CH:16][C:17]([O:20][C:21]([F:23])([F:22])[F:24])=[CH:18][CH:19]=3)[CH:5]=2)[CH2:27][CH2:26]1. Given the reactants [CH3:1][O:2][C:3]1[CH:11]=[CH:10][C:6]([C:7](O)=[O:8])=[CH:5][C:4]=1/[CH:12]=[CH:13]/[C:14]1[CH:19]=[CH:18][C:17]([O:20][C:21]([F:24])([F:23])[F:22])=[CH:16][CH:15]=1.[CH:25]1([NH2:28])[CH2:27][CH2:26]1, predict the reaction product. (4) Given the reactants [CH2:1]([O:3][C:4](=[O:17])[C:5]([CH3:16])([CH3:15])[CH2:6][N:7](C)[C:8](=O)C(F)(F)F)[CH3:2], predict the reaction product. The product is: [CH2:1]([O:3][C:4](=[O:17])[C:5]([CH3:16])([CH3:15])[CH2:6][NH:7][CH3:8])[CH3:2]. (5) Given the reactants Br[C:2]1[CH:3]=[C:4]([C:9]2[O:13][N:12]=[C:11]([C:14]3[CH:19]=[CH:18][C:17]([O:20][CH:21]([CH3:23])[CH3:22])=[C:16]([Cl:24])[CH:15]=3)[N:10]=2)[CH:5]=[CH:6][C:7]=1[F:8].[C:25]([Si:27]([CH3:30])([CH3:29])[CH3:28])#[CH:26].C(N(CC)CC)C, predict the reaction product. The product is: [Cl:24][C:16]1[CH:15]=[C:14]([C:11]2[N:10]=[C:9]([C:4]3[CH:5]=[CH:6][C:7]([F:8])=[C:2]([C:26]#[C:25][Si:27]([CH3:30])([CH3:29])[CH3:28])[CH:3]=3)[O:13][N:12]=2)[CH:19]=[CH:18][C:17]=1[O:20][CH:21]([CH3:23])[CH3:22].